Dataset: Forward reaction prediction with 1.9M reactions from USPTO patents (1976-2016). Task: Predict the product of the given reaction. (1) Given the reactants [C:1]1([C:7]2[N:8]=[C:9]3[CH2:23][CH2:22][CH2:21][N:20]([CH2:24][CH2:25][CH2:26][CH2:27][CH2:28][CH2:29][C:30]([O:32]CC)=[O:31])[C:10]3=[N:11][C:12]=2[C:13]2[CH:18]=[CH:17][C:16]([CH3:19])=[CH:15][CH:14]=2)[CH:6]=[CH:5][CH:4]=[CH:3][CH:2]=1.[Li+].[OH-], predict the reaction product. The product is: [C:1]1([C:7]2[N:8]=[C:9]3[CH2:23][CH2:22][CH2:21][N:20]([CH2:24][CH2:25][CH2:26][CH2:27][CH2:28][CH2:29][C:30]([OH:32])=[O:31])[C:10]3=[N:11][C:12]=2[C:13]2[CH:18]=[CH:17][C:16]([CH3:19])=[CH:15][CH:14]=2)[CH:2]=[CH:3][CH:4]=[CH:5][CH:6]=1. (2) The product is: [Cl:22][C:20]1[CH:21]=[CH:14][C:15]([C:16]#[N:17])=[C:18]([C:3]2[C:2]([F:1])=[CH:7][N:6]=[C:5]([O:8][CH3:9])[CH:4]=2)[CH:19]=1. Given the reactants [F:1][C:2]1[C:3](B(O)O)=[CH:4][C:5]([O:8][CH3:9])=[N:6][CH:7]=1.Br[C:14]1[CH:21]=[C:20]([Cl:22])[CH:19]=[CH:18][C:15]=1[C:16]#[N:17], predict the reaction product. (3) Given the reactants [NH2:1][C:2]1[CH:10]=[CH:9][C:8]([OH:11])=[CH:7][C:3]=1[C:4]([OH:6])=[O:5].S(=O)(=O)(O)O.[C:17](=O)(O)[O-].[Na+], predict the reaction product. The product is: [NH2:1][C:2]1[CH:10]=[CH:9][C:8]([OH:11])=[CH:7][C:3]=1[C:4]([O:6][CH3:17])=[O:5]. (4) Given the reactants [ClH:1].[CH3:2][O:3][C:4](=[O:17])[CH:5]([C@@H:7]1[C:15]2[C:10](=[CH:11][CH:12]=[CH:13][CH:14]=2)[CH2:9][C@H:8]1[NH2:16])[CH3:6].CC[N:20]([CH:24]([CH3:26])[CH3:25])[CH:21]([CH3:23])[CH3:22].C1C=CC2N([OH:36])N=NC=2C=1.CCN=C=N[CH2:42][CH2:43][CH2:44]N(C)C, predict the reaction product. The product is: [CH3:2][O:3][C:4](=[O:17])[CH:5]([C@@H:7]1[C:15]2[C:10](=[CH:11][CH:12]=[CH:13][CH:14]=2)[CH2:9][C@H:8]1[NH:16][C:26]([C:24]1[NH:20][C:21]2[C:22]([CH:25]=1)=[CH:44][C:43]([Cl:1])=[CH:42][CH:23]=2)=[O:36])[CH3:6]. (5) Given the reactants [Cl:1][C:2]1[CH:27]=[CH:26][CH:25]=[C:24]([Cl:28])[C:3]=1[C:4]([NH:6][C:7]1[CH:12]=[CH:11][N:10]=[C:9]([NH:13][C:14]2[CH:19]=[C:18]([CH:20]([CH3:22])[CH3:21])[N:17]=[C:16](Cl)[N:15]=2)[CH:8]=1)=[O:5].C(N(C(C)C)CC)(C)C.[CH3:38][S:39]([N:42]1[CH2:47][CH2:46][NH:45][CH2:44][CH2:43]1)(=[O:41])=[O:40], predict the reaction product. The product is: [Cl:28][C:24]1[CH:25]=[CH:26][CH:27]=[C:2]([Cl:1])[C:3]=1[C:4]([NH:6][C:7]1[CH:12]=[CH:11][N:10]=[C:9]([NH:13][C:14]2[CH:19]=[C:18]([CH:20]([CH3:22])[CH3:21])[N:17]=[C:16]([N:45]3[CH2:46][CH2:47][N:42]([S:39]([CH3:38])(=[O:41])=[O:40])[CH2:43][CH2:44]3)[N:15]=2)[CH:8]=1)=[O:5]. (6) Given the reactants S1C2C=CC=CC=2N=C1NC(C1C=CC=C2C=1CN(C1SC(C3C=CC(CO)=CC=3)=C(C(O)=O)N=1)CC2)=O.[NH2:39][C:40]1[N:44](C(OC(C)(C)C)=O)[N:43]=[C:42]([C:52]2[CH:100]=[CH:99][C:55]([O:56][CH2:57][C:58]#[C:59][C:60]3[S:64][C:63]([N:65]4[CH2:74][CH2:73][C:72]5[C:67](=[C:68]([C:75](=[O:93])[N:76]([C:84]6[S:85][C:86]7[CH:92]=[CH:91][CH:90]=[CH:89][C:87]=7[N:88]=6)C(OC(C)(C)C)=O)[CH:69]=[CH:70][CH:71]=5)[CH2:66]4)=[N:62][C:61]=3[C:94]([O:96]CC)=[O:95])=[CH:54][CH:53]=2)[C:41]=1[C:101]#[N:102], predict the reaction product. The product is: [NH2:39][C:40]1[NH:44][N:43]=[C:42]([C:52]2[CH:53]=[CH:54][C:55]([O:56][CH2:57][C:58]#[C:59][C:60]3[S:64][C:63]([N:65]4[CH2:74][CH2:73][C:72]5[C:67](=[C:68]([C:75](=[O:93])[NH:76][C:84]6[S:85][C:86]7[CH:92]=[CH:91][CH:90]=[CH:89][C:87]=7[N:88]=6)[CH:69]=[CH:70][CH:71]=5)[CH2:66]4)=[N:62][C:61]=3[C:94]([OH:96])=[O:95])=[CH:99][CH:100]=2)[C:41]=1[C:101]#[N:102]. (7) Given the reactants [NH2:1][N:2]1[C:7](=[O:8])[C:6]2[CH:9]=[CH:10][S:11][C:5]=2[N:4]=[C:3]1[C:12]1[CH:17]=[CH:16][C:15]([F:18])=[CH:14][CH:13]=1.[H-].[Na+].[Br:21][C:22]1[CH:27]=[CH:26][C:25]([CH2:28]Br)=[CH:24][CH:23]=1, predict the reaction product. The product is: [Br:21][C:22]1[CH:27]=[CH:26][C:25]([CH2:28][NH:1][N:2]2[C:7](=[O:8])[C:6]3[CH:9]=[CH:10][S:11][C:5]=3[N:4]=[C:3]2[C:12]2[CH:13]=[CH:14][C:15]([F:18])=[CH:16][CH:17]=2)=[CH:24][CH:23]=1.